From a dataset of Full USPTO retrosynthesis dataset with 1.9M reactions from patents (1976-2016). Predict the reactants needed to synthesize the given product. (1) The reactants are: [C:1]1([CH2:7][CH2:8][CH2:9]/[CH:10]=[CH:11]/[C:12]([OH:14])=O)[CH:6]=[CH:5][CH:4]=[CH:3][CH:2]=1.[O:15]1[CH2:20][CH2:19][CH:18]([CH2:21][NH2:22])[CH2:17][CH2:16]1.O1CCCC1.Cl.C(N=C=NCCCN(C)C)C. Given the product [O:15]1[CH2:20][CH2:19][CH:18]([CH2:21][NH:22][C:12](=[O:14])/[CH:11]=[CH:10]/[CH2:9][CH2:8][CH2:7][C:1]2[CH:2]=[CH:3][CH:4]=[CH:5][CH:6]=2)[CH2:17][CH2:16]1, predict the reactants needed to synthesize it. (2) Given the product [CH2:1]([O:3][C:4]([C:6]1[O:7][C:8]2[CH:15]=[CH:14][CH:13]=[C:12]([NH:16][S:19]([CH2:17][CH3:18])(=[O:21])=[O:20])[C:9]=2[C:10]=1[CH3:11])=[O:5])[CH3:2], predict the reactants needed to synthesize it. The reactants are: [CH2:1]([O:3][C:4]([C:6]1[O:7][C:8]2[CH:15]=[CH:14][CH:13]=[C:12]([NH2:16])[C:9]=2[C:10]=1[CH3:11])=[O:5])[CH3:2].[CH2:17]([S:19](Cl)(=[O:21])=[O:20])[CH3:18].N1C=CC=CC=1. (3) The reactants are: [CH3:1][O:2][C:3]1[CH:4]=[C:5]2[C:9](=[CH:10][CH:11]=1)[CH2:8][CH2:7][C:6]2([CH3:13])[CH3:12].C(O)(=[O:16])C. Given the product [CH3:1][O:2][C:3]1[CH:4]=[C:5]2[C:9](=[CH:10][CH:11]=1)[C:8](=[O:16])[CH2:7][C:6]2([CH3:13])[CH3:12], predict the reactants needed to synthesize it.